Dataset: Forward reaction prediction with 1.9M reactions from USPTO patents (1976-2016). Task: Predict the product of the given reaction. (1) The product is: [CH3:1][O:2][CH2:3][CH2:4][O:5][C:6]([NH:8][C@H:9]1[CH2:14][CH2:13][CH2:12][CH2:11][C@@H:10]1[N:15]1[C:19]([C:20]2[CH:25]=[CH:24][CH:23]=[CH:22][CH:21]=2)=[C:18]([C:26]([OH:28])=[O:27])[N:17]=[CH:16]1)=[O:7]. Given the reactants [CH3:1][O:2][CH2:3][CH2:4][O:5][C:6]([NH:8][C@H:9]1[CH2:14][CH2:13][CH2:12][CH2:11][C@@H:10]1[N:15]1[C:19]([C:20]2[CH:25]=[CH:24][CH:23]=[CH:22][CH:21]=2)=[C:18]([C:26]([O:28]CC)=[O:27])[N:17]=[CH:16]1)=[O:7].[OH-].[Na+].Cl, predict the reaction product. (2) The product is: [N+:1]([C:4]1[C:5]([NH2:14])=[CH:6][C:7]2[CH2:8][CH2:9][CH2:10][CH2:11][C:12]=2[CH:13]=1)([O-:3])=[O:2]. Given the reactants [N+:1]([C:4]1[C:5]([NH:14]C(=O)C)=[CH:6][C:7]2[CH2:8][CH2:9][CH2:10][CH2:11][C:12]=2[CH:13]=1)([O-:3])=[O:2].N, predict the reaction product. (3) Given the reactants [NH:1]1[CH:5]=[N:4][CH:3]=[N:2]1.P(Cl)(Cl)(Cl)=O.C(N(CC)CC)C.[CH:18]1([C:24]2[N:32]3[C:27](C(=O)NC=N3)=[C:26]([I:34])[N:25]=2)[CH2:23][CH2:22][CH2:21][CH2:20][CH2:19]1, predict the reaction product. The product is: [CH:18]1([C:24]2[N:32]3[C:27]([C:5]([NH2:1])=[N:4][CH:3]=[N:2]3)=[C:26]([I:34])[N:25]=2)[CH2:19][CH2:20][CH2:21][CH2:22][CH2:23]1. (4) Given the reactants [NH2:1][C:2]1[N:7]=[C:6](/[C:8](=[C:11]2\[NH:12][C:13]3[CH:21]=[CH:20][CH:19]=[CH:18][C:14]=3[N:15]\2[CH2:16][CH3:17])/[C:9]#[N:10])[C:5]([CH3:22])=[CH:4][N:3]=1.[C:23]([N:30]1[C:34](=[O:35])[CH2:33][CH2:32][C@H:31]1[C:36](O)=[O:37])([O:25][C:26]([CH3:29])([CH3:28])[CH3:27])=[O:24], predict the reaction product. The product is: [C:9](/[C:8](=[C:11]1/[NH:12][C:13]2[CH:21]=[CH:20][CH:19]=[CH:18][C:14]=2[N:15]/1[CH2:16][CH3:17])/[C:6]1[C:5]([CH3:22])=[CH:4][N:3]=[C:2]([NH:1][C:36]([C@@H:31]2[CH2:32][CH2:33][C:34](=[O:35])[N:30]2[C:23]([O:25][C:26]([CH3:29])([CH3:28])[CH3:27])=[O:24])=[O:37])[N:7]=1)#[N:10]. (5) Given the reactants [OH:1][C:2]1[CH:6]=[C:5]([CH2:7][CH2:8][C:9]([NH:11][CH2:12][CH:13]2[CH2:18][CH2:17][N:16](C(OC(C)(C)C)=O)[CH2:15][CH2:14]2)=[O:10])[O:4][N:3]=1.Cl.O1CCOCC1, predict the reaction product. The product is: [OH:1][C:2]1[CH:6]=[C:5]([CH2:7][CH2:8][C:9]([NH:11][CH2:12][CH:13]2[CH2:14][CH2:15][NH:16][CH2:17][CH2:18]2)=[O:10])[O:4][N:3]=1. (6) Given the reactants CCN(C(C)C)C(C)C.[OH:10][CH:11]([CH:15]([NH:23][C:24](=[O:42])[C:25]1[CH:30]=[CH:29][CH:28]=[N:27][C:26]=1[C:31]1[N:32]=[C:33]([C:36]2[CH:41]=[CH:40][CH:39]=[CH:38][CH:37]=2)[S:34][CH:35]=1)[CH2:16][C:17]1[CH:22]=[CH:21][CH:20]=[CH:19][CH:18]=1)[C:12](O)=[O:13].F[P-](F)(F)(F)(F)F.[N:50]1([O:59][C:60](N(C)C)=[N+](C)C)C2N=CC=CC=2N=N1, predict the reaction product. The product is: [OH:10][CH:11]([C:12]([NH:50][O:59][CH3:60])=[O:13])[CH:15]([NH:23][C:24](=[O:42])[C:25]1[CH:30]=[CH:29][CH:28]=[N:27][C:26]=1[C:31]1[N:32]=[C:33]([C:36]2[CH:37]=[CH:38][CH:39]=[CH:40][CH:41]=2)[S:34][CH:35]=1)[CH2:16][C:17]1[CH:18]=[CH:19][CH:20]=[CH:21][CH:22]=1. (7) Given the reactants [CH2:1]([NH:3][C:4]([C:6]1[C:14]2[C:9](=[N:10][CH:11]=[C:12](Br)[N:13]=2)[N:8](COCC[Si](C)(C)C)[CH:7]=1)=[O:5])[CH3:2].C(NC(C1C2C(=NC=C(Br)N=2)N(COCC[Si](C)(C)C)C=1)=O)(C)C.[CH3:48][C:49]1[CH:54]=[CH:53][CH:52]=[CH:51][C:50]=1[OH:55].C(C1C=C(O)C=CC=1)#N, predict the reaction product. The product is: [CH2:1]([NH:3][C:4]([C:6]1[C:14]2[C:9](=[N:10][CH:11]=[C:12]([O:55][C:50]3[CH:51]=[CH:52][CH:53]=[CH:54][C:49]=3[CH3:48])[N:13]=2)[NH:8][CH:7]=1)=[O:5])[CH3:2]. (8) Given the reactants Cl[S:2]([C:5]1[CH:6]=[C:7]([CH:11]=[CH:12][CH:13]=1)[C:8]([OH:10])=[O:9])(=O)=O.Cl, predict the reaction product. The product is: [SH:2][C:5]1[CH:6]=[C:7]([CH:11]=[CH:12][CH:13]=1)[C:8]([OH:10])=[O:9]. (9) Given the reactants [CH3:1][C:2]([O:5][C:6]([N:8]([CH3:14])[C@H:9]([C:11]([OH:13])=O)[CH3:10])=[O:7])([CH3:4])[CH3:3].ON1C2C=CC=CC=2N=N1.C(N(C(C)C)CC)(C)C.[NH2:34][C:35]1[CH:36]=[CH:37][C:38]([O:52][CH3:53])=[C:39]([NH:41][S:42]([C:45]2[CH:50]=[CH:49][C:48]([Br:51])=[CH:47][CH:46]=2)(=[O:44])=[O:43])[CH:40]=1, predict the reaction product. The product is: [Br:51][C:48]1[CH:47]=[CH:46][C:45]([S:42]([NH:41][C:39]2[CH:40]=[C:35]([NH:34][C:11](=[O:13])[C@@H:9]([N:8]([CH3:14])[C:6](=[O:7])[O:5][C:2]([CH3:1])([CH3:3])[CH3:4])[CH3:10])[CH:36]=[CH:37][C:38]=2[O:52][CH3:53])(=[O:44])=[O:43])=[CH:50][CH:49]=1.